From a dataset of Catalyst prediction with 721,799 reactions and 888 catalyst types from USPTO. Predict which catalyst facilitates the given reaction. (1) Reactant: [O:1]=[CH:2][C@@H:3]([C@H:5]([C@@H:7]([C@@H:9](CO)[OH:10])[OH:8])[OH:6])[OH:4]. Product: [CH2:2]([OH:1])[C@@H:3]([C@H:5]([C@@H:7]([CH2:9][OH:10])[OH:8])[OH:6])[OH:4].[CH2:9]([OH:10])[C@@H:7]([OH:8])[CH:5]([OH:6])[C@H:3]([OH:4])[CH2:2][OH:1]. The catalyst class is: 8. (2) Reactant: [NH2:1][C:2]1[C:3]([C:9]([O:11]C)=[O:10])=[N:4][C:5](Br)=[CH:6][N:7]=1.[C:13]1(B(O)O)[CH:18]=[CH:17][CH:16]=[CH:15][CH:14]=1. Product: [NH2:1][C:2]1[C:3]([C:9]([OH:11])=[O:10])=[N:4][C:5]([C:13]2[CH:18]=[CH:17][CH:16]=[CH:15][CH:14]=2)=[CH:6][N:7]=1. The catalyst class is: 462. (3) Reactant: [CH3:1][N:2]1[CH2:7][CH2:6][N:5]([C@@H:8]2[CH2:13][CH2:12][C@H:11]([N:14]3[C:18]4=[N:19][CH:20]=[N:21][C:22]([NH2:23])=[C:17]4[C:16]([C:24]4[CH:25]=[N:26][C:27]([O:30][C:31]5[CH:36]=[CH:35][CH:34]=[CH:33][CH:32]=5)=[N:28][CH:29]=4)=[N:15]3)[CH2:10][CH2:9]2)[CH2:4][CH2:3]1.[C:37]([OH:44])(=[O:43])/[CH:38]=[CH:39]\[C:40]([OH:42])=[O:41]. Product: [C:37]([OH:44])(=[O:43])/[CH:38]=[CH:39]\[C:40]([OH:42])=[O:41].[C:37]([OH:44])(=[O:43])/[CH:38]=[CH:39]\[C:40]([OH:42])=[O:41].[CH3:1][N:2]1[CH2:7][CH2:6][N:5]([CH:8]2[CH2:13][CH2:12][CH:11]([N:14]3[C:18]4=[N:19][CH:20]=[N:21][C:22]([NH2:23])=[C:17]4[C:16]([C:24]4[CH:25]=[N:26][C:27]([O:30][C:31]5[CH:32]=[CH:33][CH:34]=[CH:35][CH:36]=5)=[N:28][CH:29]=4)=[N:15]3)[CH2:10][CH2:9]2)[CH2:4][CH2:3]1. The catalyst class is: 8.